Dataset: Full USPTO retrosynthesis dataset with 1.9M reactions from patents (1976-2016). Task: Predict the reactants needed to synthesize the given product. Given the product [I:1][C:2]1[CH:16]=[C:15]([C:17]([F:18])([F:20])[F:19])[CH:14]=[CH:13][C:3]=1[O:4][CH2:5][CH:6]([OH:7])[CH2:10][OH:9], predict the reactants needed to synthesize it. The reactants are: [I:1][C:2]1[CH:16]=[C:15]([C:17]([F:20])([F:19])[F:18])[CH:14]=[CH:13][C:3]=1[O:4][CH2:5][CH:6]1[CH2:10][O:9]C(C)(C)[O:7]1.C(O)(=O)C.O.